Dataset: CYP2C19 inhibition data for predicting drug metabolism from PubChem BioAssay. Task: Regression/Classification. Given a drug SMILES string, predict its absorption, distribution, metabolism, or excretion properties. Task type varies by dataset: regression for continuous measurements (e.g., permeability, clearance, half-life) or binary classification for categorical outcomes (e.g., BBB penetration, CYP inhibition). Dataset: cyp2c19_veith. (1) The drug is O=C(N/N=C/c1ccc(Br)s1)c1ccccc1[N+](=O)[O-]. The result is 1 (inhibitor). (2) The drug is CCc1ccc(CSc2nccn2-c2ccccc2)cc1. The result is 1 (inhibitor). (3) The drug is CC1=NNC(=O)C1CCC(=O)N/N=C\c1ccccc1[N+](=O)[O-]. The result is 0 (non-inhibitor). (4) The molecule is CCCOc1ccc(Cn2c(C)nc([N+](=O)[O-])c2SCC(O)COC)cc1[N+](=O)[O-]. The result is 1 (inhibitor). (5) The molecule is CCOC(=O)Nc1ccc(C(=O)NCC2CCCO2)cc1. The result is 0 (non-inhibitor). (6) The molecule is COC(=O)c1ccc2c(c1)C(C)(C)C(/C=C/c1ccc(OC)c(OC)c1OC)=[N+]2C.[I-]. The result is 1 (inhibitor). (7) The compound is COC(=O)[C@@H]1O[C@@H](c2c(OC)c(OC)c(C)c(OC)c2OC)[C@H](C)[C@@H](O)[C@@H]1C. The result is 0 (non-inhibitor).